The task is: Predict the reaction yield, written as a fraction of the theoretical maximum amount of product (1.0 means a 100% yield; for example, 0.34 means a 34% yield).. This data is from Reaction yield outcomes from USPTO patents with 853,638 reactions. (1) The product is [I:1][C:2]1[C:10]2[C:5](=[CH:6][CH:7]=[C:8]([C:11]([F:13])([F:12])[F:14])[CH:9]=2)[N:4]([CH3:15])[N:3]=1. The reactants are [I:1][C:2]1[C:10]2[C:5](=[CH:6][CH:7]=[C:8]([C:11]([F:14])([F:13])[F:12])[CH:9]=2)[NH:4][N:3]=1.[CH3:15]C([O-])(C)C.[K+].IC. The yield is 0.793. The catalyst is C1COCC1. (2) The product is [CH3:20][S:21]([O:1][CH:2]([CH3:12])[CH2:3][NH:4][C:5]([O:6][C:7]([CH3:8])([CH3:10])[CH3:9])=[O:11])(=[O:23])=[O:22]. The catalyst is C(Cl)Cl. The yield is 0.940. The reactants are [OH:1][CH:2]([CH3:12])[CH2:3][NH:4][C:5](=[O:11])[O:6][C:7]([CH3:10])([CH3:9])[CH3:8].CCN(CC)CC.[CH3:20][S:21](Cl)(=[O:23])=[O:22].